Predict the product of the given reaction. From a dataset of Forward reaction prediction with 1.9M reactions from USPTO patents (1976-2016). (1) Given the reactants C(O[C:9]1[CH:14]=[C:13]([S:15]([C:18]2[CH:23]=[CH:22][C:21]([O:24][CH3:25])=[CH:20][CH:19]=2)(=[O:17])=[O:16])[C:12]([F:26])=[CH:11][C:10]=1[C:27]1[CH:32]=[CH:31][CH:30]=[C:29]([F:33])[CH:28]=1)C1C=CC=CC=1.[H][H].C(O)(=[O:38])C, predict the reaction product. The product is: [F:26][C:12]1[CH:11]=[C:10]([C:27]2[C:32]([OH:38])=[CH:31][CH:30]=[C:29]([F:33])[CH:28]=2)[CH:9]=[CH:14][C:13]=1[S:15]([C:18]1[CH:23]=[CH:22][C:21]([O:24][CH3:25])=[CH:20][CH:19]=1)(=[O:16])=[O:17]. (2) The product is: [Cl:22][C:20]1[N:19]=[CH:18][N:17]=[C:16]([CH:12]([CH:4]2[N:3]([CH2:1][CH3:2])[C:7]3[CH:8]=[CH:9][CH:10]=[CH:11][C:6]=3[NH:5]2)[C:13]#[N:14])[CH:21]=1. Given the reactants [CH2:1]([N:3]1[C:7]2[CH:8]=[CH:9][CH:10]=[CH:11][C:6]=2[NH:5][CH:4]1[CH2:12][C:13]#[N:14])[CH3:2].Cl[C:16]1[CH:21]=[C:20]([Cl:22])[N:19]=[CH:18][N:17]=1, predict the reaction product. (3) Given the reactants [CH3:1][C:2]1[N:3]=[CH:4][NH:5][CH:6]=1.[H-].[Na+].[CH3:9][Si:10]([CH3:17])([CH3:16])[CH2:11][CH2:12][O:13][CH2:14]Cl, predict the reaction product. The product is: [CH3:1][C:2]1[N:3]=[CH:4][N:5]([CH2:14][O:13][CH2:12][CH2:11][Si:10]([CH3:17])([CH3:16])[CH3:9])[CH:6]=1. (4) Given the reactants Br[C:2]1[N:10]2[C:5]([N:6]=[N:7][C:8]3[C:14]([O:15][CH3:16])=[CH:13][C:12]([C:17]([F:20])([F:19])[F:18])=[CH:11][C:9]=32)=[C:4]([CH3:21])[N:3]=1.[F:22][C:23]1[C:24]([CH3:32])=[C:25](B(O)O)[CH:26]=[CH:27][CH:28]=1.C(=O)([O-])[O-].[Na+].[Na+], predict the reaction product. The product is: [F:22][C:23]1[C:24]([CH3:32])=[C:25]([C:2]2[N:10]3[C:5]([N:6]=[N:7][C:8]4[C:14]([O:15][CH3:16])=[CH:13][C:12]([C:17]([F:20])([F:19])[F:18])=[CH:11][C:9]=43)=[C:4]([CH3:21])[N:3]=2)[CH:26]=[CH:27][CH:28]=1. (5) Given the reactants [NH2:1][C:2]1[CH:7]=[CH:6][C:5]([Cl:8])=[CH:4][C:3]=1[C:9]([C:11]1[CH:16]=[CH:15][N:14]=[CH:13][N:12]=1)=[O:10].[O:17]1[C:21]([C:22]2[CH:27]=[CH:26][C:25]([S:28](Cl)(=[O:30])=[O:29])=[CH:24][CH:23]=2)=[CH:20][N:19]=[CH:18]1, predict the reaction product. The product is: [Cl:8][C:5]1[CH:6]=[CH:7][C:2]([NH:1][S:28]([C:25]2[CH:26]=[CH:27][C:22]([C:21]3[O:17][CH:18]=[N:19][CH:20]=3)=[CH:23][CH:24]=2)(=[O:29])=[O:30])=[C:3]([C:9]([C:11]2[CH:16]=[CH:15][N:14]=[CH:13][N:12]=2)=[O:10])[CH:4]=1. (6) Given the reactants O=C[C@@H]([C@H]([C@@H]([C@@H](CO)O)O)O)O.[OH-].[Na+].[C:15]([C:18]1[CH:19]=[C:20]2[CH:26]=[CH:25][O:24][C:21]2=[CH:22][N:23]=1)(=[O:17])[CH3:16], predict the reaction product. The product is: [OH:17][C@@H:15]([C:18]1[CH:19]=[C:20]2[CH:26]=[CH:25][O:24][C:21]2=[CH:22][N:23]=1)[CH3:16].